This data is from Reaction yield outcomes from USPTO patents with 853,638 reactions. The task is: Predict the reaction yield, written as a fraction of the theoretical maximum amount of product (1.0 means a 100% yield; for example, 0.34 means a 34% yield). (1) The reactants are [OH:1][CH:2]1[CH2:11][C:10]2[CH:9]=[C:8]([C:12]([O:14][CH3:15])=[O:13])[CH:7]=[CH:6][C:5]=2[CH2:4][CH2:3]1.[Cl:16][C:17]1[CH:24]=[CH:23][C:20]([CH2:21]Br)=[CH:19][CH:18]=1. The catalyst is COCCOC.[I-].C([N+](CCCC)(CCCC)CCCC)CCC.[Ag-]=O. The product is [Cl:16][C:17]1[CH:24]=[CH:23][C:20]([CH2:21][O:1][CH:2]2[CH2:11][C:10]3[CH:9]=[C:8]([C:12]([O:14][CH3:15])=[O:13])[CH:7]=[CH:6][C:5]=3[CH2:4][CH2:3]2)=[CH:19][CH:18]=1. The yield is 0.610. (2) The reactants are [OH:1][C:2]1[CH:7]=[CH:6][C:5]([S:8][C:9]([CH3:15])([CH3:14])[C:10]([O:12][CH3:13])=[O:11])=[CH:4][CH:3]=1.[Cl:16][C:17]1(OCC)[CH:22]=[CH:21][C:20](O)=[CH:19][CH2:18]1.[CH3:27][CH2:28]OC(/N=N/C(OCC)=O)=O.C1(P(C2C=CC=CC=2)C2C=CC=CC=2)C=CC=CC=1. The catalyst is C1COCC1. The product is [Cl:16][C:17]1[CH:18]=[CH:19][C:20]([CH2:27][CH2:28][O:1][C:2]2[CH:7]=[CH:6][C:5]([S:8][C:9]([CH3:15])([CH3:14])[C:10]([O:12][CH3:13])=[O:11])=[CH:4][CH:3]=2)=[CH:21][CH:22]=1. The yield is 0.320. (3) The reactants are CN1CCN(C2C=CC(NC3C4[N:17]([N:29]=[CH:30]N=4)[C:18]([C:21]4C=C(C(N)=O)SC=4)=CN=3)=CC=2)CC1.Br[C:33]1[N:38]2[N:39]=[CH:40][N:41]=[C:37]2[C:36]([NH:42][C:43]2[CH:48]=[CH:47][C:46]([N:49]3[CH2:54][CH2:53][O:52][CH2:51][CH2:50]3)=[CH:45][C:44]=2[F:55])=[N:35][CH:34]=1.CC1(C)C(C)(C)OB(C2C=NNC=2)O1.C([O-])([O-])=O.[Na+].[Na+]. The catalyst is O1CCOCC1.C1C=CC([P]([Pd]([P](C2C=CC=CC=2)(C2C=CC=CC=2)C2C=CC=CC=2)([P](C2C=CC=CC=2)(C2C=CC=CC=2)C2C=CC=CC=2)[P](C2C=CC=CC=2)(C2C=CC=CC=2)C2C=CC=CC=2)(C2C=CC=CC=2)C2C=CC=CC=2)=CC=1. The product is [F:55][C:44]1[CH:45]=[C:46]([N:49]2[CH2:54][CH2:53][O:52][CH2:51][CH2:50]2)[CH:47]=[CH:48][C:43]=1[NH:42][C:36]1[C:37]2[N:38]([N:39]=[CH:40][N:41]=2)[C:33]([C:21]2[CH:30]=[N:29][NH:17][CH:18]=2)=[CH:34][N:35]=1. The yield is 0.380. (4) The reactants are C([O-])([O-])=O.[K+].[K+].Cl[C:8]1[CH:9]=[C:10]([O:22][CH3:23])[C:11](=[O:21])[N:12]([C:14]2[CH:19]=[CH:18][C:17]([F:20])=[CH:16][CH:15]=2)[CH:13]=1. The catalyst is CO.[Pd]. The product is [F:20][C:17]1[CH:18]=[CH:19][C:14]([N:12]2[CH:13]=[CH:8][CH:9]=[C:10]([O:22][CH3:23])[C:11]2=[O:21])=[CH:15][CH:16]=1. The yield is 0.900. (5) The reactants are C(O[C:4](=O)[CH2:5][C:6]1[CH:11]=[CH:10][CH:9]=[C:8]([Cl:12])[N:7]=1)C.[O:14]1CCCC1. No catalyst specified. The product is [Cl:12][C:8]1[N:7]=[C:6]([CH:5]([OH:14])[CH3:4])[CH:11]=[CH:10][CH:9]=1. The yield is 0.540. (6) The reactants are Br[C:2]1[CH:3]=[C:4]([CH:7]=[CH:8][C:9]=1[O:10][C:11]1[CH:12]=[N:13][C:14]([CH:18]2[CH2:20][CH2:19]2)=[C:15]([Cl:17])[CH:16]=1)[C:5]#[N:6].[CH3:21][O:22][C:23]1[C:28](B(O)O)=[CH:27][CH:26]=[CH:25][N:24]=1.C(=O)([O-])[O-].[Cs+].[Cs+]. The catalyst is O1CCOCC1.O. The product is [Cl:17][C:15]1[CH:16]=[C:11]([O:10][C:9]2[CH:8]=[CH:7][C:4]([C:5]#[N:6])=[CH:3][C:2]=2[C:28]2[C:23]([O:22][CH3:21])=[N:24][CH:25]=[CH:26][CH:27]=2)[CH:12]=[N:13][C:14]=1[CH:18]1[CH2:20][CH2:19]1. The yield is 0.910. (7) The reactants are [C:1]([O:5][C:6]([N:8]1[CH2:13][CH2:12][CH:11]([O:14][C:15]2[CH:20]=[CH:19][C:18]([N+:21]([O-])=O)=[CH:17][C:16]=2[O:24][CH3:25])[CH2:10][CH2:9]1)=[O:7])([CH3:4])([CH3:3])[CH3:2]. The catalyst is CO.[Pd]. The product is [C:1]([O:5][C:6]([N:8]1[CH2:9][CH2:10][CH:11]([O:14][C:15]2[CH:20]=[CH:19][C:18]([NH2:21])=[CH:17][C:16]=2[O:24][CH3:25])[CH2:12][CH2:13]1)=[O:7])([CH3:4])([CH3:3])[CH3:2]. The yield is 0.510. (8) The reactants are [CH3:1][N:2]([CH3:32])[C:3]([C:5]1[N:26]([CH:27]2[CH2:31][CH2:30][CH2:29][CH2:28]2)[C:8]2[N:9]=[C:10]([NH:13][C:14]3[CH:19]=[CH:18][C:17]([N:20]4[CH2:25][CH2:24][NH:23][CH2:22][CH2:21]4)=[CH:16][N:15]=3)[N:11]=[CH:12][C:7]=2[CH:6]=1)=[O:4].Br[CH:34]1[CH2:38][CH2:37][CH2:36][CH2:35]1. No catalyst specified. The product is [CH3:1][N:2]([CH3:32])[C:3]([C:5]1[N:26]([CH:27]2[CH2:31][CH2:30][CH2:29][CH2:28]2)[C:8]2[N:9]=[C:10]([NH:13][C:14]3[CH:19]=[CH:18][C:17]([N:20]4[CH2:21][CH2:22][N:23]([CH:34]5[CH2:38][CH2:37][CH2:36][CH2:35]5)[CH2:24][CH2:25]4)=[CH:16][N:15]=3)[N:11]=[CH:12][C:7]=2[CH:6]=1)=[O:4]. The yield is 0.710.